This data is from Forward reaction prediction with 1.9M reactions from USPTO patents (1976-2016). The task is: Predict the product of the given reaction. (1) Given the reactants [F:1][C:2]([F:17])([F:16])[C:3]1[N:8]=[CH:7][C:6]([C:9]2[CH:14]=[CH:13][NH:12][C:11](=[O:15])[N:10]=2)=[CH:5][CH:4]=1.Br[C:19]1[CH:20]=[CH:21][C:22]2[C:23]3[CH2:33][CH2:32][N:31]([C:34]([O:36][C:37]([CH3:40])([CH3:39])[CH3:38])=[O:35])[CH2:30][CH2:29][C:24]=3[N:25]([CH3:28])[C:26]=2[CH:27]=1.OC1C=CC=C2C=1N=CC=C2.C([O-])([O-])=O.[Cs+].[Cs+], predict the reaction product. The product is: [CH3:28][N:25]1[C:26]2[CH:27]=[C:19]([N:12]3[CH:13]=[CH:14][C:9]([C:6]4[CH:7]=[N:8][C:3]([C:2]([F:1])([F:16])[F:17])=[CH:4][CH:5]=4)=[N:10][C:11]3=[O:15])[CH:20]=[CH:21][C:22]=2[C:23]2[CH2:33][CH2:32][N:31]([C:34]([O:36][C:37]([CH3:40])([CH3:39])[CH3:38])=[O:35])[CH2:30][CH2:29][C:24]1=2. (2) Given the reactants Br[C:2]1[CH:3]=[C:4]2[C:9](=[CH:10][CH:11]=1)[C:8]([Cl:12])=[C:7]([O:13][CH2:14][CH2:15][N:16]1[C:20]([O:21][CH2:22][CH3:23])=[CH:19][C:18]([C:24]3[CH:29]=[CH:28][CH:27]=[CH:26][CH:25]=3)=[N:17]1)[CH:6]=[CH:5]2.F[B-](F)(F)F.F[B-](F)(F)F.ClC[N+]12CC[N+](F)(CC1)[CH2:44][CH2:43]2.[C:51]([O-:54])(O)=O.[Na+], predict the reaction product. The product is: [Cl:12][C:8]1[CH:9]=[C:4]([C:3]2[CH:2]=[CH:11][C:10]([O:54][CH3:51])=[CH:44][CH:43]=2)[CH:5]=[CH:6][C:7]=1[O:13][CH2:14][CH2:15][N:16]1[C:20]([O:21][CH2:22][CH3:23])=[CH:19][C:18]([C:24]2[CH:25]=[CH:26][CH:27]=[CH:28][CH:29]=2)=[N:17]1. (3) Given the reactants [Br:1][C:2]1[CH:7]=[CH:6][C:5]([C:8]([CH3:12])([CH3:11])[CH2:9][OH:10])=[C:4]([O:13]C)[CH:3]=1.B(Br)(Br)Br, predict the reaction product. The product is: [Br:1][C:2]1[CH:7]=[CH:6][C:5]([C:8]([CH3:12])([CH3:11])[CH2:9][OH:10])=[C:4]([OH:13])[CH:3]=1. (4) Given the reactants [I-].C1([P+](C2C=CC=CC=2)(C2C=CC=CC=2)[CH2:9][CH2:10][CH2:11][CH2:12][C:13]2[CH:18]=[CH:17][CH:16]=[CH:15][CH:14]=2)C=CC=CC=1.CN(P(N(C)C)(N(C)C)=O)C.[Li]CCCC.O=[C:48]1[CH2:53][CH2:52][N:51]([C:54]([O:56][C:57]([CH3:60])([CH3:59])[CH3:58])=[O:55])[CH2:50][CH2:49]1, predict the reaction product. The product is: [C:57]([O:56][C:54]([N:51]1[CH2:52][CH2:53][C:48](=[CH:9][CH2:10][CH2:11][CH2:12][C:13]2[CH:14]=[CH:15][CH:16]=[CH:17][CH:18]=2)[CH2:49][CH2:50]1)=[O:55])([CH3:60])([CH3:58])[CH3:59]. (5) Given the reactants Br[C:2]1[CH:7]=[CH:6][C:5]([NH:8][S:9]([C:12]2[S:16][C:15]3[CH:17]=[CH:18][C:19]([F:21])=[CH:20][C:14]=3[C:13]=2[CH3:22])(=[O:11])=[O:10])=[C:4]([O:23][C:24]([F:27])([F:26])[F:25])[CH:3]=1.[N:28]1[CH:33]=[CH:32][C:31](B(O)O)=[CH:30][CH:29]=1, predict the reaction product. The product is: [N:28]1[CH:33]=[CH:32][C:31]([C:2]2[CH:7]=[CH:6][C:5]([NH:8][S:9]([C:12]3[S:16][C:15]4[CH:17]=[CH:18][C:19]([F:21])=[CH:20][C:14]=4[C:13]=3[CH3:22])(=[O:10])=[O:11])=[C:4]([O:23][C:24]([F:27])([F:26])[F:25])[CH:3]=2)=[CH:30][CH:29]=1. (6) Given the reactants [Br:1][C:2]1[C:11]2[CH:10]=[N:9][CH:8]=[CH:7][C:6]=2[C:5]([CH:12]=O)=[CH:4][CH:3]=1.[NH2:14][OH:15], predict the reaction product. The product is: [Br:1][C:2]1[C:11]2[CH:10]=[N:9][CH:8]=[CH:7][C:6]=2[C:5]([CH:12]=[N:14][OH:15])=[CH:4][CH:3]=1. (7) Given the reactants [CH:1]1[C:6]([Cl:7])=[CH:5][C:4]([OH:8])=[C:3]([O:9][C:10]2[CH:11]=[CH:12][C:13]([Cl:17])=[CH:14][C:15]=2[Cl:16])[CH:2]=1.C(N(CC)CC)C.[CH2:25]([O:32][CH2:33][C:34](Cl)=[O:35])[C:26]1[CH:31]=[CH:30][CH:29]=[CH:28][CH:27]=1, predict the reaction product. The product is: [Cl:7][C:6]1[CH:1]=[CH:2][C:3]([O:9][C:10]2[CH:11]=[CH:12][C:13]([Cl:17])=[CH:14][C:15]=2[Cl:16])=[C:4]([O:8][C:34](=[O:35])[CH2:33][O:32][CH2:25][C:26]2[CH:31]=[CH:30][CH:29]=[CH:28][CH:27]=2)[CH:5]=1. (8) The product is: [Br:1][C:2]1[CH:7]=[CH:6][C:5]([C:8]2[CH:9]=[CH:10][C:11]([CH2:14][C:15]3[N:16]([C:28]4[CH:33]=[CH:32][C:31]([N:34]5[S:38](=[O:40])(=[O:39])[N:37]([CH2:47][O:46][CH2:45][CH2:44][Si:43]([CH3:50])([CH3:49])[CH3:42])[C:36](=[O:41])[CH2:35]5)=[CH:30][CH:29]=4)[CH:17]=[C:18]([C:20]4[CH:25]=[CH:24][C:23]([Cl:26])=[CH:22][C:21]=4[Cl:27])[N:19]=3)=[CH:12][CH:13]=2)=[CH:4][CH:3]=1. Given the reactants [Br:1][C:2]1[CH:7]=[CH:6][C:5]([C:8]2[CH:13]=[CH:12][C:11]([CH2:14][C:15]3[N:16]([C:28]4[CH:33]=[CH:32][C:31]([N:34]5[S:38](=[O:40])(=[O:39])[NH:37][C:36](=[O:41])[CH2:35]5)=[CH:30][CH:29]=4)[CH:17]=[C:18]([C:20]4[CH:25]=[CH:24][C:23]([Cl:26])=[CH:22][C:21]=4[Cl:27])[N:19]=3)=[CH:10][CH:9]=2)=[CH:4][CH:3]=1.[CH3:42][Si:43]([CH3:50])([CH3:49])[CH2:44][CH2:45][O:46][CH2:47]Cl, predict the reaction product. (9) Given the reactants Cl.Cl.[F:3][C:4]([F:35])([F:34])[C:5]1[CH:33]=[CH:32][C:8]([CH2:9][N:10]2[CH2:31][CH2:30][C:13]3[NH:14][C:15]4[CH:16]=[CH:17][C:18]([C:21]([NH:23][CH:24]5[CH2:29][CH2:28][NH:27][CH2:26][CH2:25]5)=[O:22])=[CH:19][C:20]=4[C:12]=3[CH2:11]2)=[CH:7][CH:6]=1.Br.Br[CH2:38][C:39]1[CH:44]=[CH:43][N:42]=[CH:41][CH:40]=1.C(N(CC)CC)C.C(=O)(O)[O-].[Na+], predict the reaction product. The product is: [N:42]1[CH:43]=[CH:44][C:39]([CH2:38][N:27]2[CH2:28][CH2:29][CH:24]([NH:23][C:21]([C:18]3[CH:17]=[CH:16][C:15]4[NH:14][C:13]5[CH2:30][CH2:31][N:10]([CH2:9][C:8]6[CH:32]=[CH:33][C:5]([C:4]([F:3])([F:34])[F:35])=[CH:6][CH:7]=6)[CH2:11][C:12]=5[C:20]=4[CH:19]=3)=[O:22])[CH2:25][CH2:26]2)=[CH:40][CH:41]=1. (10) Given the reactants CC1C=CC(S(O[CH2:12][C@H:13]2[CH2:17][CH2:16][CH2:15][O:14]2)(=O)=O)=CC=1.BrCC1CCCCO1.[O:26]1[CH2:30][C:29]2([C:38]3[C:33](=[CH:34][CH:35]=[CH:36][CH:37]=3)[NH:32][C:31]2=[O:39])[C:28]2[CH:40]=[C:41]3[C:46](=[CH:47][C:27]1=2)[CH2:45][CH2:44][CH2:43][CH2:42]3, predict the reaction product. The product is: [O:14]1[CH2:15][CH2:16][CH2:17][C@@H:13]1[CH2:12][N:32]1[C:33]2[C:38](=[CH:37][CH:36]=[CH:35][CH:34]=2)[C:29]2([CH2:30][O:26][C:27]3[CH:47]=[C:46]4[C:41](=[CH:40][C:28]2=3)[CH2:42][CH2:43][CH2:44][CH2:45]4)[C:31]1=[O:39].